This data is from Reaction yield outcomes from USPTO patents with 853,638 reactions. The task is: Predict the reaction yield, written as a fraction of the theoretical maximum amount of product (1.0 means a 100% yield; for example, 0.34 means a 34% yield). (1) The reactants are C1(C(C2C=CC=CC=2)=[N:8][C:9]2[CH:10]=[C:11]3[CH:17]=[N:16][N:15]([CH3:18])[C:12]3=[N:13][CH:14]=2)C=CC=CC=1.Cl.C(=O)([O-])[O-].[Na+].[Na+]. The catalyst is O1CCCC1. The product is [CH3:18][N:15]1[C:12]2=[N:13][CH:14]=[C:9]([NH2:8])[CH:10]=[C:11]2[CH:17]=[N:16]1. The yield is 0.684. (2) The reactants are C(O)(C(F)(F)F)=O.[CH3:8][O:9][C:10](=[O:28])[C:11]1[CH:16]=[CH:15][C:14]([NH:17][CH:18]2[CH2:24][CH:23]3[N:25]([CH3:26])[CH:20]([CH2:21][CH2:22]3)[CH2:19]2)=[C:13]([OH:27])[CH:12]=1.F[C:30]1[CH:35]=[CH:34][CH:33]=[CH:32][C:31]=1[N+]([O-])=O.C(=O)([O-])[O-].[K+].[K+]. The catalyst is CN(C=O)C. The product is [CH3:8][O:9][C:10]([C:11]1[CH:16]=[CH:15][C:14]2[N:17]([CH:18]3[CH2:19][CH:20]4[N:25]([CH3:26])[CH:23]([CH2:22][CH2:21]4)[CH2:24]3)[C:30]3[C:35]([O:27][C:13]=2[CH:12]=1)=[CH:34][CH:33]=[CH:32][CH:31]=3)=[O:28]. The yield is 0.880.